From a dataset of Clinical trial toxicity outcomes and FDA approval status for drugs. Regression/Classification. Given a drug SMILES string, predict its toxicity properties. Task type varies by dataset: regression for continuous values (e.g., LD50, hERG inhibition percentage) or binary classification for toxic/non-toxic outcomes (e.g., AMES mutagenicity, cardiotoxicity, hepatotoxicity). Dataset: clintox. The compound is CCOC(=O)c1ncn2c1CN(C)C(=O)c1cc(F)ccc1-2. The result is 0 (passed clinical trial).